From a dataset of Reaction yield outcomes from USPTO patents with 853,638 reactions. Predict the reaction yield, written as a fraction of the theoretical maximum amount of product (1.0 means a 100% yield; for example, 0.34 means a 34% yield). (1) The reactants are [C:1]1([CH:7]([C:11]2[CH:16]=[CH:15][CH:14]=[CH:13][CH:12]=2)[C:8]([OH:10])=[O:9])[CH:6]=[CH:5][CH:4]=[CH:3][CH:2]=1.[C:17](Cl)(=O)C(Cl)=O.CO. The catalyst is ClCCl.CN(C=O)C. The product is [C:1]1([CH:7]([C:11]2[CH:16]=[CH:15][CH:14]=[CH:13][CH:12]=2)[C:8]([O:10][CH3:17])=[O:9])[CH:2]=[CH:3][CH:4]=[CH:5][CH:6]=1. The yield is 0.987. (2) The reactants are C[O:2][C:3](=[O:37])[CH:4]([NH:18][C:19]([C:21]1[CH:22]=[N:23][N:24]([C:30]2[CH:35]=[CH:34][C:33]([F:36])=[CH:32][CH:31]=2)[C:25]=1[C:26]([F:29])([F:28])[F:27])=[O:20])[CH2:5][C:6]1[CH:11]=[CH:10][C:9]([C:12]2[CH:17]=[CH:16][CH:15]=[CH:14][CH:13]=2)=[CH:8][CH:7]=1.[Li+].[OH-].C1(C2C=CC=CC=2)C=CC(CC(NC(C2C=NN(C3C=CC(F)=CC=3)C=2[C:59]([F:62])([F:61])[F:60])=O)C(O)=O)=CC=1. The catalyst is C1COCC1. The product is [F:36][C:33]1[CH:34]=[CH:35][C:30]([N:24]2[C:25]([C:26]([F:27])([F:29])[F:28])=[C:21]([C:19]([NH:18][C@@H:4]([CH2:5][C:6]3[CH:7]=[CH:8][C:9]([C:12]4[CH:13]=[CH:14][C:15]([C:59]([F:62])([F:61])[F:60])=[CH:16][CH:17]=4)=[CH:10][CH:11]=3)[C:3]([OH:2])=[O:37])=[O:20])[CH:22]=[N:23]2)=[CH:31][CH:32]=1. The yield is 0.850. (3) The reactants are Cl.[NH2:2][C@H:3]([CH2:7][CH3:8])[C:4]([NH2:6])=[O:5].[Cl:9][C:10]1[C:15]([C:16]#[N:17])=[CH:14][C:13]([F:18])=[C:12](Cl)[N:11]=1.CCN(C(C)C)C(C)C.CCOC(C)=O. The catalyst is CN1C(=O)CCC1. The product is [Cl:9][C:10]1[N:11]=[C:12]([NH:2][C@H:3]([CH2:7][CH3:8])[C:4]([NH2:6])=[O:5])[C:13]([F:18])=[CH:14][C:15]=1[C:16]#[N:17]. The yield is 0.980.